This data is from Forward reaction prediction with 1.9M reactions from USPTO patents (1976-2016). The task is: Predict the product of the given reaction. (1) The product is: [NH2:1][C:2]1[C:11]2[CH:10]=[CH:9][C:8]([F:12])=[C:7]([C:22]3[CH:23]=[C:24]([O:27][CH3:28])[CH:25]=[CH:26][C:21]=3[F:20])[C:6]=2[N:5]=[C:4]2[CH2:14][N:15]([CH2:18][CH3:19])[C:16](=[O:17])[C:3]=12. Given the reactants [NH2:1][C:2]1[C:11]2[CH:10]=[CH:9][C:8]([F:12])=[C:7](Br)[C:6]=2[N:5]=[C:4]2[CH2:14][N:15]([CH2:18][CH3:19])[C:16](=[O:17])[C:3]=12.[F:20][C:21]1[CH:26]=[CH:25][C:24]([O:27][CH3:28])=[CH:23][C:22]=1B(O)O, predict the reaction product. (2) Given the reactants ClC1N=CC(C[C:9]2[CH:10]=[C:11]3[C:16](=[C:17]4[CH:22]=[CH:21][CH:20]=[CH:19][C:18]=24)[N:15]=[CH:14][N:13]([C@H]2CCCC[C@@H]2O)[C:12]3=[O:30])=CC=1.ClC1N=CC(CC2C=C3C(=C4C=CC=CC=24)N=CN([C@H]2CCCC[C@@H]2NC(=O)OC(C)(C)C)C3=O)=CC=1.Cl, predict the reaction product. The product is: [N:15]1[C:16]2[C:11](=[CH:10][CH:9]=[C:18]3[CH:19]=[CH:20][CH:21]=[CH:22][C:17]3=2)[C:12](=[O:30])[NH:13][CH:14]=1.